This data is from Reaction yield outcomes from USPTO patents with 853,638 reactions. The task is: Predict the reaction yield, written as a fraction of the theoretical maximum amount of product (1.0 means a 100% yield; for example, 0.34 means a 34% yield). (1) The reactants are [NH2:1][C:2]1[CH:7]=[CH:6][CH:5]=[C:4]([C:8]([CH:10]2[CH2:15][CH2:14][N:13]([CH3:16])[CH2:12][CH2:11]2)=[O:9])[N:3]=1.[Cl:17][C:18]1[CH:26]=[CH:25][CH:24]=[CH:23][C:19]=1[C:20](Cl)=[O:21]. The catalyst is O1CCOCC1.CO. The product is [Cl:17][C:18]1[CH:26]=[CH:25][CH:24]=[CH:23][C:19]=1[C:20]([NH:1][C:2]1[CH:7]=[CH:6][CH:5]=[C:4]([C:8]([CH:10]2[CH2:15][CH2:14][N:13]([CH3:16])[CH2:12][CH2:11]2)=[O:9])[N:3]=1)=[O:21]. The yield is 0.840. (2) The reactants are [CH:1]12[CH2:14][CH:11]([CH2:12][CH2:13]1)[C:10]1[CH:9]=[C:8]3[N:3]([CH2:4][CH2:5][NH:6][C:7]3=[O:15])[C:2]2=1.Br[C:17]1[N:24]=[CH:23][CH:22]=[C:21]([Cl:25])[C:18]=1[CH:19]=[O:20].C([O-])(=O)C.[K+].CC1(C)C2C(=C(P(C3C=CC=CC=3)C3C=CC=CC=3)C=CC=2)OC2C(P(C3C=CC=CC=3)C3C=CC=CC=3)=CC=CC1=2. The catalyst is C1C=CC(/C=C/C(/C=C/C2C=CC=CC=2)=O)=CC=1.C1C=CC(/C=C/C(/C=C/C2C=CC=CC=2)=O)=CC=1.C1C=CC(/C=C/C(/C=C/C2C=CC=CC=2)=O)=CC=1.[Pd].[Pd].O1CCOCC1. The product is [Cl:25][C:21]1[CH:22]=[CH:23][N:24]=[C:17]([N:6]2[C:7](=[O:15])[C:8]3[N:3]([C:2]4[C@@H:1]5[CH2:14][C@H:11]([C:10]=4[CH:9]=3)[CH2:12][CH2:13]5)[CH2:4][CH2:5]2)[C:18]=1[CH:19]=[O:20]. The yield is 0.570. (3) The reactants are [F:1][C:2]1[CH:3]=[CH:4][C:5]2[O:10][CH2:9][C:8](=[O:11])[N:7]([CH2:12][C@H:13]([CH3:16])[CH2:14]I)[C:6]=2[CH:17]=1.[CH2:18]([CH:22]1[CH2:28][CH:27]2[NH:29][CH:24]([CH2:25][CH2:26]2)[CH2:23]1)[CH2:19][CH2:20][CH3:21]. The catalyst is CCCCCCC.CCOC(C)=O. The product is [CH2:18]([CH:22]1[CH2:23][CH:24]2[N:29]([CH2:14][C@@H:13]([CH3:16])[CH2:12][N:7]3[C:6]4[CH:17]=[C:2]([F:1])[CH:3]=[CH:4][C:5]=4[O:10][CH2:9][C:8]3=[O:11])[CH:27]([CH2:26][CH2:25]2)[CH2:28]1)[CH2:19][CH2:20][CH3:21]. The yield is 0.580. (4) The reactants are [CH:1]1([NH2:7])[CH2:6][CH2:5][CH2:4][CH2:3][CH2:2]1.[C:8]([O:12][C:13](=[O:28])[CH2:14][C@@H:15]([CH2:19][CH2:20][CH2:21][C:22]1[CH:27]=[CH:26][CH:25]=[CH:24][CH:23]=1)[C:16]([OH:18])=[O:17])([CH3:11])([CH3:10])[CH3:9].C(OCC)(=O)C.C(O)(=O)CC(CC(O)=O)(C(O)=O)O.C1(N)CCCCC1. The catalyst is CO. The product is [CH:1]1([NH2:7])[CH2:6][CH2:5][CH2:4][CH2:3][CH2:2]1.[C:8]([O:12][C:13](=[O:28])[CH2:14][C@@H:15]([CH2:19][CH2:20][CH2:21][CH:22]1[CH2:23][CH2:24][CH2:25][CH2:26][CH2:27]1)[C:16]([OH:18])=[O:17])([CH3:11])([CH3:9])[CH3:10]. The yield is 0.710.